This data is from Peptide-MHC class I binding affinity with 185,985 pairs from IEDB/IMGT. The task is: Regression. Given a peptide amino acid sequence and an MHC pseudo amino acid sequence, predict their binding affinity value. This is MHC class I binding data. The MHC is HLA-A01:01 with pseudo-sequence HLA-A01:01. The peptide sequence is PSLCRVNNSY. The binding affinity (normalized) is 0.343.